This data is from Forward reaction prediction with 1.9M reactions from USPTO patents (1976-2016). The task is: Predict the product of the given reaction. (1) Given the reactants [NH2:1][C:2]1[CH:11]=[CH:10][C:9]2[C:4](=[CH:5][CH:6]=[CH:7][CH:8]=2)[C:3]=1[C:12]1[C:21]2[C:16](=[CH:17][CH:18]=[CH:19][CH:20]=2)[CH:15]=[CH:14][C:13]=1[P:22]([C:30]1[CH:35]=[CH:34][CH:33]=[CH:32][CH:31]=1)([C:24]1[CH:29]=[CH:28][CH:27]=[CH:26][CH:25]=1)=[O:23].N1C=CC=CC=1.[C:42](Cl)(=[O:49])[C:43]1[CH:48]=[CH:47][CH:46]=[CH:45][CH:44]=1.[Cl-].[NH4+], predict the reaction product. The product is: [C:42]([NH:1][C:2]1[CH:11]=[CH:10][C:9]2[C:4](=[CH:5][CH:6]=[CH:7][CH:8]=2)[C:3]=1[C:12]1[C:21]2[C:16](=[CH:17][CH:18]=[CH:19][CH:20]=2)[CH:15]=[CH:14][C:13]=1[P:22]([C:24]1[CH:25]=[CH:26][CH:27]=[CH:28][CH:29]=1)([C:30]1[CH:31]=[CH:32][CH:33]=[CH:34][CH:35]=1)=[O:23])(=[O:49])[C:43]1[CH:48]=[CH:47][CH:46]=[CH:45][CH:44]=1. (2) Given the reactants Cl[C:2]1[N:7]2[N:8]=[C:9]([C:18]3[CH:23]=[CH:22][CH:21]=[CH:20][C:19]=3[Cl:24])[C:10]([C:11]3[CH:16]=[CH:15][C:14]([Cl:17])=[CH:13][CH:12]=3)=[C:6]2[N:5]=[C:4]([CH3:25])[C:3]=1[CH3:26].C(N(C(C)C)CC)(C)C.Cl.[CH2:37]([NH:39][C:40]1([C:44]([NH2:46])=[O:45])[CH2:43][NH:42][CH2:41]1)[CH3:38], predict the reaction product. The product is: [Cl:17][C:14]1[CH:13]=[CH:12][C:11]([C:10]2[C:9]([C:18]3[CH:23]=[CH:22][CH:21]=[CH:20][C:19]=3[Cl:24])=[N:8][N:7]3[C:2]([N:42]4[CH2:43][C:40]([NH:39][CH2:37][CH3:38])([C:44]([NH2:46])=[O:45])[CH2:41]4)=[C:3]([CH3:26])[C:4]([CH3:25])=[N:5][C:6]=23)=[CH:16][CH:15]=1.